Dataset: Forward reaction prediction with 1.9M reactions from USPTO patents (1976-2016). Task: Predict the product of the given reaction. (1) Given the reactants O=C1CCC(=O)N1O[C:9](=[O:27])[C:10]1[CH:15]=[CH:14][C:13]([O:16][C:17](=[O:26])[N:18]([CH3:25])[C:19]2[CH:24]=[CH:23][CH:22]=[CH:21][CH:20]=2)=[CH:12][CH:11]=1.[NH2:28][CH2:29][C:30]1[CH:35]=[CH:34][CH:33]=[CH:32][N:31]=1, predict the reaction product. The product is: [N:31]1[CH:32]=[CH:33][CH:34]=[CH:35][C:30]=1[CH2:29][NH:28][C:9]([C:10]1[CH:11]=[CH:12][C:13]([O:16][C:17](=[O:26])[N:18]([CH3:25])[C:19]2[CH:20]=[CH:21][CH:22]=[CH:23][CH:24]=2)=[CH:14][CH:15]=1)=[O:27]. (2) The product is: [NH2:8][C@H:9]1[CH2:13][CH2:12][CH2:11][C@@H:10]1[NH:14][CH2:15][C:16]([O:18][CH2:19][CH3:20])=[O:17]. Given the reactants C(OC([NH:8][C@H:9]1[CH2:13][CH2:12][CH2:11][C@@H:10]1[NH:14][CH2:15][C:16]([O:18][CH2:19][CH3:20])=[O:17])=O)(C)(C)C.Cl, predict the reaction product. (3) Given the reactants [O:1]1[CH:5]=[CH:4][CH:3]=[C:2]1[C:6]1[NH:10][C:9]2[C:11]([O:26]C)=[CH:12][CH:13]=[C:14]([C:15]([NH:17][CH2:18][CH2:19][C:20]3[N:21]([CH3:25])[CH:22]=[CH:23][CH:24]=3)=[O:16])[C:8]=2[N:7]=1.B(Br)(Br)Br, predict the reaction product. The product is: [O:1]1[CH:5]=[CH:4][CH:3]=[C:2]1[C:6]1[NH:10][C:9]2[C:11]([OH:26])=[CH:12][CH:13]=[C:14]([C:15]([NH:17][CH2:18][CH2:19][C:20]3[N:21]([CH3:25])[CH:22]=[CH:23][CH:24]=3)=[O:16])[C:8]=2[N:7]=1. (4) Given the reactants [H-].[Na+].[CH3:3][O:4][CH2:5][CH2:6][OH:7].[Br:8][C:9]1[CH:10]=[N:11][C:12](Cl)=[N:13][CH:14]=1, predict the reaction product. The product is: [Br:8][C:9]1[CH:10]=[N:11][C:12]([O:7][CH2:6][CH2:5][O:4][CH3:3])=[N:13][CH:14]=1.